Dataset: Full USPTO retrosynthesis dataset with 1.9M reactions from patents (1976-2016). Task: Predict the reactants needed to synthesize the given product. Given the product [Cl:11][C:10]1[C:2]2[N:1]=[C:15]([C:14]3[CH:18]=[CH:19][CH:20]=[CH:21][C:13]=3[F:12])[O:5][C:4](=[O:6])[C:3]=2[CH:7]=[CH:8][CH:9]=1, predict the reactants needed to synthesize it. The reactants are: [NH2:1][C:2]1[C:10]([Cl:11])=[CH:9][CH:8]=[CH:7][C:3]=1[C:4]([OH:6])=[O:5].[F:12][C:13]1[CH:21]=[CH:20][CH:19]=[CH:18][C:14]=1[C:15](Cl)=O.